Dataset: Forward reaction prediction with 1.9M reactions from USPTO patents (1976-2016). Task: Predict the product of the given reaction. Given the reactants [Cl:1][C:2]1[CH:28]=[CH:27][C:5]([CH2:6][N:7]2[C:15]3[C:10](=[CH:11][C:12]([CH:16]=[C:17]4[S:21][C:20](SCCC)=[N:19][C:18]4=[O:26])=[CH:13][CH:14]=3)[CH:9]=[N:8]2)=[C:4]([C:29]([F:32])([F:31])[F:30])[CH:3]=1.[CH2:33]([C:35]1([OH:41])[CH2:40][CH2:39][CH2:38][NH:37][CH2:36]1)[CH3:34], predict the reaction product. The product is: [Cl:1][C:2]1[CH:28]=[CH:27][C:5]([CH2:6][N:7]2[C:15]3[C:10](=[CH:11][C:12]([CH:16]=[C:17]4[S:21][C:20]([N:37]5[CH2:38][CH2:39][CH2:40][C:35]([CH2:33][CH3:34])([OH:41])[CH2:36]5)=[N:19][C:18]4=[O:26])=[CH:13][CH:14]=3)[CH:9]=[N:8]2)=[C:4]([C:29]([F:31])([F:30])[F:32])[CH:3]=1.